From a dataset of Full USPTO retrosynthesis dataset with 1.9M reactions from patents (1976-2016). Predict the reactants needed to synthesize the given product. (1) Given the product [C:19]([O:21][C:7]1[C:8]2[C:3](=[C:2]([Br:1])[CH:11]=[C:10]([O:12][CH:13]([CH3:15])[CH3:14])[C:9]=2[CH3:16])[CH:4]=[CH:5][N:6]=1)(=[O:20])[CH3:18], predict the reactants needed to synthesize it. The reactants are: [Br:1][C:2]1[CH:11]=[C:10]([O:12][CH:13]([CH3:15])[CH3:14])[C:9]([CH3:16])=[C:8]2[C:3]=1[CH:4]=[CH:5][N+:6]([O-])=[CH:7]2.[CH3:18][C:19]([O:21]C(C)=O)=[O:20]. (2) Given the product [CH3:30][NH:31][C:23]([C:20]1[CH:19]=[CH:18][C:17]([N:14]2[CH2:13][CH2:12][CH:11]([CH2:10][CH:7]3[CH2:8][CH2:9][N:4]([CH:2]([CH3:3])[CH3:1])[CH2:5][CH2:6]3)[CH2:16][CH2:15]2)=[CH:22][N:21]=1)=[O:24], predict the reactants needed to synthesize it. The reactants are: [CH3:1][CH:2]([N:4]1[CH2:9][CH2:8][CH:7]([CH2:10][CH:11]2[CH2:16][CH2:15][N:14]([C:17]3[CH:18]=[CH:19][C:20]([C:23](OC(C)(C)C)=[O:24])=[N:21][CH:22]=3)[CH2:13][CH2:12]2)[CH2:6][CH2:5]1)[CH3:3].[CH3:30][NH2:31]. (3) Given the product [CH2:1]([S:8][C:9]1[CH:18]=[C:17]2[C:12]([C:13]([C:30]3[C:31]([O:33][CH3:34])=[CH:32][C:27]([C:23]4[CH:24]=[CH:25][CH:26]=[C:21]([Cl:20])[CH:22]=4)=[C:28]([F:38])[CH:29]=3)=[N:14][CH:15]=[N:16]2)=[CH:11][CH:10]=1)[C:2]1[CH:7]=[CH:6][CH:5]=[CH:4][CH:3]=1, predict the reactants needed to synthesize it. The reactants are: [CH2:1]([S:8][C:9]1[CH:18]=[C:17]2[C:12]([C:13](Cl)=[N:14][CH:15]=[N:16]2)=[CH:11][CH:10]=1)[C:2]1[CH:7]=[CH:6][CH:5]=[CH:4][CH:3]=1.[Cl:20][C:21]1[CH:22]=[C:23]([C:27]2[CH:32]=[C:31]([O:33][CH3:34])[C:30](B(O)O)=[CH:29][C:28]=2[F:38])[CH:24]=[CH:25][CH:26]=1.C(=O)([O-])[O-].[K+].[K+].O1CCOCC1. (4) Given the product [OH:27][CH:24]1[CH2:25][CH2:26][CH:21]([NH:20][C:8]2[CH:15]=[CH:14][C:11]([C:12]#[N:13])=[C:10]([C:16]([F:19])([F:18])[F:17])[CH:9]=2)[CH2:22][CH2:23]1, predict the reactants needed to synthesize it. The reactants are: C(=O)([O-])[O-].[K+].[K+].F[C:8]1[CH:15]=[CH:14][C:11]([C:12]#[N:13])=[C:10]([C:16]([F:19])([F:18])[F:17])[CH:9]=1.[NH2:20][C@H:21]1[CH2:26][CH2:25][C@H:24]([OH:27])[CH2:23][CH2:22]1. (5) Given the product [OH:1][CH:2]([C:6]1[CH:11]=[CH:10][C:9]([C:12]2[N:16]=[C:15]([C:17]3[CH:18]=[N:19][N:20]([C:26]4[CH:27]=[CH:28][CH:29]=[CH:30][CH:31]=4)[C:21]=3[C:22]([F:23])([F:24])[F:25])[O:14][N:13]=2)=[CH:8][CH:7]=1)[C:3]([NH:32][CH2:33][CH2:34][CH2:35][OH:36])=[O:4], predict the reactants needed to synthesize it. The reactants are: [OH:1][CH:2]([C:6]1[CH:11]=[CH:10][C:9]([C:12]2[N:16]=[C:15]([C:17]3[CH:18]=[N:19][N:20]([C:26]4[CH:31]=[CH:30][CH:29]=[CH:28][CH:27]=4)[C:21]=3[C:22]([F:25])([F:24])[F:23])[O:14][N:13]=2)=[CH:8][CH:7]=1)[C:3](O)=[O:4].[NH2:32][CH2:33][CH2:34][CH2:35][OH:36].CN(C(ON1N=NC2C=CC=NC1=2)=[N+](C)C)C.F[P-](F)(F)(F)(F)F.CN1CCOCC1. (6) The reactants are: C(OC(=O)[NH:7][CH2:8][CH2:9][C:10]1([C:28]2[CH:33]=[CH:32][CH:31]=[CH:30][CH:29]=2)[N:14]([C:15](=[O:20])[C:16]([CH3:19])([CH3:18])[CH3:17])[N:13]=[C:12]([NH:21][C:22](=[O:27])[C:23]([CH3:26])([CH3:25])[CH3:24])[S:11]1)(C)(C)C.[F:35][C:36]([F:41])([F:40])[C:37]([OH:39])=[O:38]. Given the product [F:35][C:36]([F:41])([F:40])[C:37]([O-:39])=[O:38].[NH2:7][CH2:8][CH2:9][C:10]1([C:28]2[CH:29]=[CH:30][CH:31]=[CH:32][CH:33]=2)[S:11][C:12]([NH:21][C:22](=[O:27])[C:23]([CH3:24])([CH3:25])[CH3:26])=[N:13][N:14]1[C:15](=[O:20])[C:16]([CH3:19])([CH3:17])[CH3:18], predict the reactants needed to synthesize it. (7) Given the product [C:1]([C:3]1[N:7]([CH2:20][CH2:21][CH3:22])[C:6]([C:8]2[CH:9]=[CH:10][C:11]([NH:14][S:15]([CH2:18][CH3:19])(=[O:17])=[O:16])=[CH:12][CH:13]=2)=[CH:5][CH:4]=1)#[N:2], predict the reactants needed to synthesize it. The reactants are: [C:1]([C:3]1[NH:7][C:6]([C:8]2[CH:13]=[CH:12][C:11]([NH:14][S:15]([CH2:18][CH3:19])(=[O:17])=[O:16])=[CH:10][CH:9]=2)=[CH:5][CH:4]=1)#[N:2].[CH3:20][C:21](C)([O-])[CH3:22].[K+].C(I)CC.